This data is from Catalyst prediction with 721,799 reactions and 888 catalyst types from USPTO. The task is: Predict which catalyst facilitates the given reaction. (1) Reactant: [Cl:1][C:2]1[CH:3]=[CH:4][C:5]([NH:8][C:9](=[O:29])[C:10]2[CH:15]=[C:14](I)[CH:13]=[CH:12][C:11]=2[NH:17][C:18]([CH:20]2[CH2:25][CH2:24][N:23]([CH:26]([CH3:28])[CH3:27])[CH2:22][CH2:21]2)=[O:19])=[N:6][CH:7]=1.[C:30]1(B(O)O)[CH:35]=[CH:34][CH:33]=[CH:32][CH:31]=1.O.C(=O)([O-])[O-].[Na+].[Na+]. Product: [ClH:1].[Cl:1][C:2]1[CH:3]=[CH:4][C:5]([NH:8][C:9](=[O:29])[C:10]2[CH:15]=[C:14]([C:30]3[CH:35]=[CH:34][CH:33]=[CH:32][CH:31]=3)[CH:13]=[CH:12][C:11]=2[NH:17][C:18]([CH:20]2[CH2:25][CH2:24][N:23]([CH:26]([CH3:28])[CH3:27])[CH2:22][CH2:21]2)=[O:19])=[N:6][CH:7]=1. The catalyst class is: 741. (2) Product: [Cl:19][C:20]1[CH:21]=[C:22]([NH:27][C:28]2[C:29]3[N:37]=[C:36]([N:12]4[CH2:13][CH2:14][C:9]([NH:8][C:6]([O:5][C:1]([CH3:4])([CH3:3])[CH3:2])=[O:7])([C:15]([O:17][CH3:18])=[O:16])[CH2:10][CH2:11]4)[N:35]=[CH:34][C:30]=3[N:31]=[CH:32][N:33]=2)[CH:23]=[CH:24][C:25]=1[F:26]. The catalyst class is: 12. Reactant: [C:1]([O:5][C:6]([NH:8][C:9]1([C:15]([O:17][CH3:18])=[O:16])[CH2:14][CH2:13][NH:12][CH2:11][CH2:10]1)=[O:7])([CH3:4])([CH3:3])[CH3:2].[Cl:19][C:20]1[CH:21]=[C:22]([NH:27][C:28]2[C:29]3[N:37]=[C:36](S(C)=O)[N:35]=[CH:34][C:30]=3[N:31]=[CH:32][N:33]=2)[CH:23]=[CH:24][C:25]=1[F:26].C(N(CC)CC)C. (3) Reactant: Cl[C:2]1[N:7]=[C:6]([CH3:8])[C:5]([N+:9]([O-:11])=[O:10])=[CH:4][CH:3]=1.[CH3:12][O:13][CH2:14][CH2:15][OH:16].[H-].[Na+].P([O-])([O-])([O-])=O. Product: [CH3:12][O:13][CH2:14][CH2:15][O:16][C:2]1[N:7]=[C:6]([CH3:8])[C:5]([N+:9]([O-:11])=[O:10])=[CH:4][CH:3]=1. The catalyst class is: 6. (4) Reactant: C([O:3][C:4]([O:6][N:7]=[C:8]([C:10]1[CH:15]=[CH:14][CH:13]=[CH:12][CH:11]=1)[NH2:9])=O)C.[OH-].[Na+].Cl. Product: [C:10]1([C:8]2[NH:9][CH:4]([OH:3])[O:6][N:7]=2)[CH:15]=[CH:14][CH:13]=[CH:12][CH:11]=1. The catalyst class is: 97. (5) Reactant: [C:1]([C:4]1[C:12]2[C:7](=[CH:8][CH:9]=[C:10]([N:13]3[CH2:18][CH2:17][N:16]([C:19](=[O:21])[CH3:20])[CH2:15][CH2:14]3)[CH:11]=2)[N:6]([CH2:22][C:23]([OH:25])=O)[CH:5]=1)(=[O:3])[CH3:2].CCN(C(C)C)[CH:29]([CH3:31])[CH3:30].Cl.Cl[CH:37]1[C@H:41]([F:42])[CH2:40][NH:39][C@H:38]1[C:43]([NH:45][C:46]1[CH:51]=[CH:50][CH:49]=[C:48]([Cl:52])N=1)=[O:44].CN(C(ON1N=N[C:63]2[CH:64]=[CH:65][CH:66]=NC1=2)=[N+](C)C)C.[F:70][P-](F)(F)(F)(F)F. Product: [C:1]([C:4]1[C:12]2[C:7](=[CH:8][CH:9]=[C:10]([N:13]3[CH2:14][CH2:15][N:16]([C:19](=[O:21])[CH3:20])[CH2:17][CH2:18]3)[CH:11]=2)[N:6]([CH2:22][C:23]([N:39]2[CH2:40][C@H:41]([F:42])[CH2:37][C@H:38]2[C:43]([NH:45][C:46]2[C:51]([F:70])=[C:50]([C:49]3[CH:63]=[CH:64][CH:65]=[CH:66][C:48]=3[Cl:52])[CH:30]=[CH:29][CH:31]=2)=[O:44])=[O:25])[CH:5]=1)(=[O:3])[CH3:2]. The catalyst class is: 18. (6) Reactant: Cl[C:2]1[N:7]=[C:6]([N:8]2[CH2:13][CH2:12][N:11]([CH3:14])[CH2:10][CH2:9]2)[N:5]=[C:4]([NH:15][CH3:16])[N:3]=1.[NH2:17][CH:18]1[CH2:23][CH2:22][CH2:21][CH:20]([C:24]([NH:26][CH2:27][C:28]2[CH:33]=[CH:32][CH:31]=[CH:30][C:29]=2[C:34]([F:37])([F:36])[F:35])=[O:25])[CH2:19]1.C(O)(C(F)(F)F)=O.[OH-].[Na+]. Product: [CH3:16][NH:15][C:4]1[N:5]=[C:6]([N:8]2[CH2:13][CH2:12][N:11]([CH3:14])[CH2:10][CH2:9]2)[N:7]=[C:2]([NH:17][CH:18]2[CH2:23][CH2:22][CH2:21][CH:20]([C:24]([NH:26][CH2:27][C:28]3[CH:33]=[CH:32][CH:31]=[CH:30][C:29]=3[C:34]([F:35])([F:36])[F:37])=[O:25])[CH2:19]2)[N:3]=1. The catalyst class is: 144. (7) Reactant: [N+:1]([C:4]1[CH:10]=[CH:9][C:7]([NH2:8])=[CH:6][CH:5]=1)([O-:3])=[O:2].[C:11]([C:17]([O:19][CH3:20])=[O:18])#[C:12][C:13]([O:15][CH3:16])=[O:14]. Product: [N+:1]([C:4]1[CH:10]=[CH:9][C:7]([NH:8][C:12](=[CH:11][C:17]([O:19][CH3:20])=[O:18])[C:13]([O:15][CH3:16])=[O:14])=[CH:6][CH:5]=1)([O-:3])=[O:2]. The catalyst class is: 5. (8) Reactant: CN(C)[CH:3]=[CH:4][C:5]([C:7]1[C:8]([CH3:30])=[C:9]([C:20]2[CH:25]=[CH:24][CH:23]=[C:22]([C:26]([F:29])([F:28])[F:27])[CH:21]=2)[C:10]2[N:11]([N:13]=[C:14]([NH:16]C(=O)C)[N:15]=2)[CH:12]=1)=O.[NH:32]([C:34]1[CH:41]=[CH:40][C:37]([C:38]#[N:39])=[CH:36][C:35]=1[S:42]([CH3:45])(=[O:44])=[O:43])[NH2:33].Cl.CCOC(C)=O. Product: [NH2:16][C:14]1[N:15]=[C:10]2[C:9]([C:20]3[CH:25]=[CH:24][CH:23]=[C:22]([C:26]([F:27])([F:28])[F:29])[CH:21]=3)=[C:8]([CH3:30])[C:7]([C:5]3[N:32]([C:34]4[CH:41]=[CH:40][C:37]([C:38]#[N:39])=[CH:36][C:35]=4[S:42]([CH3:45])(=[O:44])=[O:43])[N:33]=[CH:3][CH:4]=3)=[CH:12][N:11]2[N:13]=1. The catalyst class is: 51. (9) Reactant: [H-].[Na+].F[C:4]1[C:9]([F:10])=[CH:8][CH:7]=[CH:6][C:5]=1[C:11]([C:13]1[C:18]([OH:19])=[CH:17][C:16]([N:20]2[CH2:25][CH2:24][O:23][CH2:22][CH2:21]2)=[CH:15][C:14]=1[OH:26])=[O:12].CCOC(C)=O. Product: [F:10][C:9]1[CH:8]=[CH:7][CH:6]=[C:5]2[C:4]=1[O:26][C:14]1[CH:15]=[C:16]([N:20]3[CH2:25][CH2:24][O:23][CH2:22][CH2:21]3)[CH:17]=[C:18]([OH:19])[C:13]=1[C:11]2=[O:12]. The catalyst class is: 3. (10) Reactant: [CH:1]1([C:4]2[CH:9]=[CH:8][C:7]([NH:10][C:11]3[N:16]4[CH:17]=[N:18][CH:19]=[C:15]4[CH:14]=[CH:13][C:12]=3[C:20](O)=[O:21])=[C:6]([F:23])[CH:5]=2)[CH2:3][CH2:2]1.[CH:24]([O:26][CH2:27][CH2:28][O:29][NH2:30])=[CH2:25].C1C=CC2N(O)N=NC=2C=1.CCN=C=NCCCN(C)C.Cl.CCN(C(C)C)C(C)C. Product: [CH:24]([O:26][CH2:27][CH2:28][O:29][NH:30][C:20]([C:12]1[CH:13]=[CH:14][C:15]2[N:16]([CH:17]=[N:18][CH:19]=2)[C:11]=1[NH:10][C:7]1[CH:8]=[CH:9][C:4]([CH:1]2[CH2:2][CH2:3]2)=[CH:5][C:6]=1[F:23])=[O:21])=[CH2:25]. The catalyst class is: 3.